From a dataset of Forward reaction prediction with 1.9M reactions from USPTO patents (1976-2016). Predict the product of the given reaction. (1) Given the reactants ClC(Cl)(Cl)C([O:6][C:7]([N:9]1[CH:14]2[C:15]([C:36](O)=[O:37])=[C:16]([C:18]3[CH:23]=[CH:22][C:21]([O:24][CH2:25][CH2:26][O:27][C:28]4[CH:33]=[C:32]([F:34])[CH:31]=[CH:30][C:29]=4[Cl:35])=[CH:20][CH:19]=3)[CH2:17][CH:10]1[CH2:11][N:12]([C:39](=[O:41])[CH3:40])[CH2:13]2)=[O:8])(C)C.[CH:44]1([NH:47][CH2:48][C:49]2[CH:54]=[CH:53][CH:52]=[C:51]([O:55][CH3:56])[CH:50]=2)[CH2:46][CH2:45]1, predict the reaction product. The product is: [CH:7]([OH:8])=[O:6].[CH:44]1([N:47]([CH2:48][C:49]2[CH:54]=[CH:53][CH:52]=[C:51]([O:55][CH3:56])[CH:50]=2)[C:36]([C:15]2[C@@H:14]3[NH:9][C@H:10]([CH2:17][C:16]=2[C:18]2[CH:23]=[CH:22][C:21]([O:24][CH2:25][CH2:26][O:27][C:28]4[CH:33]=[C:32]([F:34])[CH:31]=[CH:30][C:29]=4[Cl:35])=[CH:20][CH:19]=2)[CH2:11][N:12]([C:39](=[O:41])[CH3:40])[CH2:13]3)=[O:37])[CH2:46][CH2:45]1. (2) Given the reactants CC(C)C[O:4][C:5]([C:7]1[C:12](=[O:13])[N:11]([CH2:14][C:15]2[CH:20]=[CH:19][CH:18]=[C:17]([F:21])[C:16]=2[F:22])[N:10]2[CH2:23][CH2:24][CH2:25][C@:9]2([CH3:26])[C:8]=1[OH:27])=O.[F:29][C:30]([F:49])([F:48])[C:31]1[CH:37]=[CH:36][C:34]([NH2:35])=[C:33]([C:38]2[CH:43]=[C:42]([C:44]([F:47])([F:46])[F:45])[N:41]=[CH:40][N:39]=2)[CH:32]=1, predict the reaction product. The product is: [F:22][C:16]1[C:17]([F:21])=[CH:18][CH:19]=[CH:20][C:15]=1[CH2:14][N:11]1[C:12](=[O:13])[C:7]([C:5]([NH:35][C:34]2[CH:36]=[CH:37][C:31]([C:30]([F:29])([F:48])[F:49])=[CH:32][C:33]=2[C:38]2[CH:43]=[C:42]([C:44]([F:47])([F:46])[F:45])[N:41]=[CH:40][N:39]=2)=[O:4])=[C:8]([OH:27])[C@@:9]2([CH3:26])[CH2:25][CH2:24][CH2:23][N:10]12.